Dataset: NCI-60 drug combinations with 297,098 pairs across 59 cell lines. Task: Regression. Given two drug SMILES strings and cell line genomic features, predict the synergy score measuring deviation from expected non-interaction effect. (1) Drug 1: C1=NC2=C(N1)C(=S)N=C(N2)N. Drug 2: CS(=O)(=O)OCCCCOS(=O)(=O)C. Cell line: MALME-3M. Synergy scores: CSS=7.68, Synergy_ZIP=-6.15, Synergy_Bliss=1.25, Synergy_Loewe=-17.5, Synergy_HSA=-0.976. (2) Drug 1: CCN(CC)CCNC(=O)C1=C(NC(=C1C)C=C2C3=C(C=CC(=C3)F)NC2=O)C. Cell line: UACC62. Drug 2: C1CC(=O)NC(=O)C1N2C(=O)C3=CC=CC=C3C2=O. Synergy scores: CSS=-0.0245, Synergy_ZIP=-1.26, Synergy_Bliss=-4.60, Synergy_Loewe=-3.44, Synergy_HSA=-5.32. (3) Drug 1: CCC1=CC2CC(C3=C(CN(C2)C1)C4=CC=CC=C4N3)(C5=C(C=C6C(=C5)C78CCN9C7C(C=CC9)(C(C(C8N6C)(C(=O)OC)O)OC(=O)C)CC)OC)C(=O)OC.C(C(C(=O)O)O)(C(=O)O)O. Drug 2: N.N.Cl[Pt+2]Cl. Cell line: MDA-MB-435. Synergy scores: CSS=60.8, Synergy_ZIP=7.06, Synergy_Bliss=6.07, Synergy_Loewe=-26.6, Synergy_HSA=4.05.